Predict the reaction yield, written as a fraction of the theoretical maximum amount of product (1.0 means a 100% yield; for example, 0.34 means a 34% yield). From a dataset of Reaction yield outcomes from USPTO patents with 853,638 reactions. (1) The reactants are C[Si]([N-][Si](C)(C)C)(C)C.[Li+].O1CCCC1.[CH3:16][C@H:17]1[CH2:22][C:21](=[O:23])[CH2:20][C@H:19]([CH3:24])[N:18]1[C:25]([O:27][C:28]([CH3:31])([CH3:30])[CH3:29])=[O:26].C1C=CC(N([S:39]([C:42]([F:45])([F:44])[F:43])(=[O:41])=[O:40])[S:39]([C:42]([F:45])([F:44])[F:43])(=[O:41])=[O:40])=CC=1. The catalyst is O1CCCC1. The product is [CH3:16][C@H:17]1[CH2:22][C:21]([O:23][S:39]([C:42]([F:45])([F:44])[F:43])(=[O:41])=[O:40])=[CH:20][C@H:19]([CH3:24])[N:18]1[C:25]([O:27][C:28]([CH3:29])([CH3:31])[CH3:30])=[O:26]. The yield is 0.740. (2) The product is [Cl:1][C:2]1[CH:23]=[CH:22][CH:21]=[CH:20][C:3]=1[CH2:4][O:5][C:6]1[CH:7]=[CH:8][C:9]([C:12]2[CH:16]=[C:15]([C:17]([NH2:28])=[O:18])[O:14][N:13]=2)=[N:10][CH:11]=1. The reactants are [Cl:1][C:2]1[CH:23]=[CH:22][CH:21]=[CH:20][C:3]=1[CH2:4][O:5][C:6]1[CH:7]=[CH:8][C:9]([C:12]2[CH:16]=[C:15]([C:17](O)=[O:18])[O:14][N:13]=2)=[N:10][CH:11]=1.[NH4+].[Cl-].Cl.C[N:28](C)CCCN=C=NCC.ON1C2C=CC=CC=2N=N1.C(N(C(C)C)CC)(C)C. The yield is 0.530. The catalyst is C1COCC1. (3) The reactants are ClC1C=CC=CC=1NC(=O)NC1C=CC(C2C=C3C(CN([C@@H](C(C)C)C(O)=O)C3=O)=CC=2)=NC=1.[CH2:35]1[C:43]2[C:38](=[CH:39][C:40]([NH:44][C:45](=[O:71])[NH:46][C:47]3[CH:48]=[CH:49][C:50]([C:53]4[CH:61]=[C:60]5[C:56]([CH2:57][N:58]([C@@H:63]([CH:68]([CH3:70])[CH3:69])[C:64]([O:66]C)=[O:65])[C:59]5=[O:62])=[CH:55][CH:54]=4)=[N:51][CH:52]=3)=[CH:41][CH:42]=2)[CH2:37][CH2:36]1. No catalyst specified. The product is [CH2:35]1[C:43]2[C:38](=[CH:39][C:40]([NH:44][C:45](=[O:71])[NH:46][C:47]3[CH:48]=[CH:49][C:50]([C:53]4[CH:61]=[C:60]5[C:56]([CH2:57][N:58]([C@@H:63]([CH:68]([CH3:69])[CH3:70])[C:64]([OH:66])=[O:65])[C:59]5=[O:62])=[CH:55][CH:54]=4)=[N:51][CH:52]=3)=[CH:41][CH:42]=2)[CH2:37][CH2:36]1. The yield is 0.890. (4) The catalyst is C(O)C.C(O)(=O)C.COC(C)(C)C. The product is [Cl:22][C:23]1[CH:24]=[CH:25][C:26]([OH:36])=[C:27]([C:29]2[N:14]([CH:12]3[CH2:13][N:10]([CH:9]([C:3]4[CH:4]=[CH:5][CH:6]=[CH:7][CH:8]=4)[C:16]4[CH:21]=[CH:20][CH:19]=[CH:18][CH:17]=4)[CH2:11]3)[N:15]=[CH:31][CH:30]=2)[CH:28]=1. The reactants are Cl.Cl.[C:3]1([CH:9]([C:16]2[CH:21]=[CH:20][CH:19]=[CH:18][CH:17]=2)[N:10]2[CH2:13][CH:12]([NH:14][NH2:15])[CH2:11]2)[CH:8]=[CH:7][CH:6]=[CH:5][CH:4]=1.[Cl:22][C:23]1[CH:24]=[CH:25][C:26]([OH:36])=[C:27]([C:29](=O)/[CH:30]=[CH:31]/N(C)C)[CH:28]=1. The yield is 0.420. (5) The reactants are [CH3:1][O:2][C:3]1[CH:8]=[CH:7][C:6]([OH:9])=[CH:5][CH:4]=1.[H-].[Na+].CC1C=CC(S(O[CH2:23][C@@H:24]2[CH2:28][CH2:27][CH2:26][N:25]2[S:29]([C:32]2[CH:40]=[CH:39][C:38]3[N:37]4[CH2:41][C:42]([CH3:46])([CH3:45])[CH2:43][N:44]=[C:36]4[C:35]4(OCCC[O:47]4)[C:34]=3[CH:33]=2)(=[O:31])=[O:30])(=O)=O)=CC=1.CN(C=O)C. The catalyst is C1COCC1. The product is [CH3:1][O:2][C:3]1[CH:8]=[CH:7][C:6]([O:9][CH2:23][C@@H:24]2[CH2:28][CH2:27][CH2:26][N:25]2[S:29]([C:32]2[CH:40]=[CH:39][C:38]3[N:37]4[CH2:41][C:42]([CH3:46])([CH3:45])[CH2:43][N:44]=[C:36]4[C:35](=[O:47])[C:34]=3[CH:33]=2)(=[O:31])=[O:30])=[CH:5][CH:4]=1. The yield is 0.380. (6) No catalyst specified. The product is [CH3:11][O:12][C:13]([CH:14]1[CH2:4][CH:5]2[CH2:6][CH:15]1[CH:2]=[CH:1]2)=[O:16]. The yield is 0.850. The reactants are [CH2:1]1[CH:5]2[C@@H:6]3C=C[C@H]([CH:4]2C=[CH:2]1)C3.[CH3:11][O:12][C:13](=[O:16])[CH:14]=[CH2:15].C1(C=CC(O)=CC=1)O. (7) The reactants are [F:1][C:2]([F:24])([F:23])[CH:3]([C:14]1[CH:19]=[C:18]([Cl:20])[C:17]([Cl:21])=[C:16]([Cl:22])[CH:15]=1)/[CH:4]=[CH:5]/[C:6]1[CH:11]=[CH:10][C:9]([NH:12][NH2:13])=[CH:8][CH:7]=1.CCN(C(C)C)C(C)C.C1C=CC2N(O)N=NC=2C=1.O.CCN=C=NCCCN(C)C.Cl.[CH:57]1([C:60](Cl)=[O:61])[CH2:59][CH2:58]1. The catalyst is C(Cl)Cl.C([O-])(O)=O.[Na+]. The product is [F:24][C:2]([F:1])([F:23])[CH:3]([C:14]1[CH:15]=[C:16]([Cl:22])[C:17]([Cl:21])=[C:18]([Cl:20])[CH:19]=1)/[CH:4]=[CH:5]/[C:6]1[CH:11]=[CH:10][C:9]([NH:12][NH:13][C:60]([CH:57]2[CH2:59][CH2:58]2)=[O:61])=[CH:8][CH:7]=1. The yield is 0.550. (8) The reactants are [C:1]([OH:7])(=O)[CH2:2][C:3]([OH:5])=O.[CH3:8][NH:9][C:10]([NH2:12])=[O:11].C(OC(=O)C)(=O)C. The catalyst is C(O)(=O)C. The product is [CH3:8][N:9]1[C:1](=[O:7])[CH2:2][C:3](=[O:5])[NH:12][C:10]1=[O:11]. The yield is 0.658.